From a dataset of NCI-60 drug combinations with 297,098 pairs across 59 cell lines. Regression. Given two drug SMILES strings and cell line genomic features, predict the synergy score measuring deviation from expected non-interaction effect. (1) Drug 1: CC1=C2C(C(=O)C3(C(CC4C(C3C(C(C2(C)C)(CC1OC(=O)C(C(C5=CC=CC=C5)NC(=O)C6=CC=CC=C6)O)O)OC(=O)C7=CC=CC=C7)(CO4)OC(=O)C)O)C)OC(=O)C. Drug 2: N.N.Cl[Pt+2]Cl. Cell line: MDA-MB-231. Synergy scores: CSS=31.8, Synergy_ZIP=-3.22, Synergy_Bliss=-0.341, Synergy_Loewe=-1.35, Synergy_HSA=1.94. (2) Drug 1: CN1C2=C(C=C(C=C2)N(CCCl)CCCl)N=C1CCCC(=O)O.Cl. Drug 2: C1CC(=O)NC(=O)C1N2C(=O)C3=CC=CC=C3C2=O. Cell line: NCI-H226. Synergy scores: CSS=0.464, Synergy_ZIP=-0.422, Synergy_Bliss=-0.557, Synergy_Loewe=-2.13, Synergy_HSA=-1.39. (3) Drug 1: CC1C(C(=O)NC(C(=O)N2CCCC2C(=O)N(CC(=O)N(C(C(=O)O1)C(C)C)C)C)C(C)C)NC(=O)C3=C4C(=C(C=C3)C)OC5=C(C(=O)C(=C(C5=N4)C(=O)NC6C(OC(=O)C(N(C(=O)CN(C(=O)C7CCCN7C(=O)C(NC6=O)C(C)C)C)C)C(C)C)C)N)C. Drug 2: CC=C1C(=O)NC(C(=O)OC2CC(=O)NC(C(=O)NC(CSSCCC=C2)C(=O)N1)C(C)C)C(C)C. Cell line: SNB-75. Synergy scores: CSS=21.0, Synergy_ZIP=-0.325, Synergy_Bliss=-0.0805, Synergy_Loewe=-20.4, Synergy_HSA=-1.18.